This data is from Peptide-MHC class II binding affinity with 134,281 pairs from IEDB. The task is: Regression. Given a peptide amino acid sequence and an MHC pseudo amino acid sequence, predict their binding affinity value. This is MHC class II binding data. The peptide sequence is CGMFTNRSGSQQ. The MHC is DRB1_0901 with pseudo-sequence DRB1_0901. The binding affinity (normalized) is 0.196.